Dataset: Reaction yield outcomes from USPTO patents with 853,638 reactions. Task: Predict the reaction yield, written as a fraction of the theoretical maximum amount of product (1.0 means a 100% yield; for example, 0.34 means a 34% yield). (1) The reactants are [F:1][C:2]1[CH:3]=[C:4]2[C:8](=[CH:9][CH:10]=1)[CH2:7][N:6]([N:11]([CH3:45])[C:12](=[O:44])[CH2:13][N:14]([C:31]1[CH:36]=[CH:35][C:34]([C:37]3[N:41]=[C:40]([CH3:42])[O:39][N:38]=3)=[CH:33][C:32]=1[CH3:43])[CH2:15][C:16]([NH:18][CH2:19][CH2:20][N:21](C(OC(C)(C)C)=O)[CH2:22][CH3:23])=[O:17])[CH2:5]2.[ClH:46].O1CCOCC1.Cl.C(OCC)(=O)C. The catalyst is ClCCl.C(Cl)(Cl)Cl. The product is [ClH:46].[ClH:46].[F:1][C:2]1[CH:3]=[C:4]2[C:8](=[CH:9][CH:10]=1)[CH2:7][N:6]([N:11]([CH3:45])[C:12](=[O:44])[CH2:13][N:14]([C:31]1[CH:36]=[CH:35][C:34]([C:37]3[N:41]=[C:40]([CH3:42])[O:39][N:38]=3)=[CH:33][C:32]=1[CH3:43])[CH2:15][C:16]([NH:18][CH2:19][CH2:20][NH:21][CH2:22][CH3:23])=[O:17])[CH2:5]2. The yield is 0.860. (2) The reactants are [N:1]1([CH2:7][CH2:8][O:9][C:10]2[CH:15]=[CH:14][CH:13]=[CH:12][C:11]=2[CH2:16][S:17]([C:20]2[CH:21]=[C:22]3[C:26](=[CH:27][CH:28]=2)[NH:25][C:24](=[O:29])[CH2:23]3)(=[O:19])=[O:18])[CH2:6][CH2:5][O:4][CH2:3][CH2:2]1.[OH:30][C@@H:31]1[CH2:35][CH2:34][N:33]([C:36]([C:38]2[C:39]([CH3:46])=[C:40]([CH:44]=O)[NH:41][C:42]=2[CH3:43])=[O:37])[CH2:32]1. The catalyst is N1CCCCC1.C(O)C. The product is [OH:30][C@@H:31]1[CH2:35][CH2:34][N:33]([C:36]([C:38]2[C:39]([CH3:46])=[C:40](/[CH:44]=[C:23]3\[C:24](=[O:29])[NH:25][C:26]4[C:22]\3=[CH:21][C:20]([S:17]([CH2:16][C:11]3[CH:12]=[CH:13][CH:14]=[CH:15][C:10]=3[O:9][CH2:8][CH2:7][N:1]3[CH2:6][CH2:5][O:4][CH2:3][CH2:2]3)(=[O:19])=[O:18])=[CH:28][CH:27]=4)[NH:41][C:42]=2[CH3:43])=[O:37])[CH2:32]1. The yield is 0.690. (3) The reactants are [N+:1]([C:4]1[CH:12]=[C:11]2[C:7]([CH:8]=[CH:9][NH:10]2)=[CH:6][CH:5]=1)([O-:3])=[O:2].CCN(C(C)C)C(C)C.[C:22](Br)([CH3:25])([CH3:24])[CH3:23]. The catalyst is CCCC[N+](CCCC)(CCCC)CCCC.[I-].C1(C)C=CC=CC=1.[O-]S(C(F)(F)F)(=O)=O.[Zn+2].[O-]S(C(F)(F)F)(=O)=O. The product is [C:22]([C:8]1[C:7]2[C:11](=[CH:12][C:4]([N+:1]([O-:3])=[O:2])=[CH:5][CH:6]=2)[NH:10][CH:9]=1)([CH3:25])([CH3:24])[CH3:23]. The yield is 0.190.